Dataset: Reaction yield outcomes from USPTO patents with 853,638 reactions. Task: Predict the reaction yield, written as a fraction of the theoretical maximum amount of product (1.0 means a 100% yield; for example, 0.34 means a 34% yield). (1) The reactants are [F:1][C:2]1[CH:7]=[CH:6][C:5]([C:8]2[C:16]3[C:11](=[CH:12][CH:13]=[C:14]([C:17](=[O:19])[CH3:18])[CH:15]=3)[N:10](C3CCCCO3)[N:9]=2)=[CH:4][CH:3]=1.Cl. The catalyst is CO. The product is [F:1][C:2]1[CH:3]=[CH:4][C:5]([C:8]2[C:16]3[C:11](=[CH:12][CH:13]=[C:14]([C:17](=[O:19])[CH3:18])[CH:15]=3)[NH:10][N:9]=2)=[CH:6][CH:7]=1. The yield is 1.00. (2) The yield is 0.450. The reactants are [OH:1][CH2:2][C:3]1[N:4]2[C:8]([C:9]([C:12]([O:14][CH3:15])=[O:13])=[CH:10][CH:11]=1)=[CH:7][CH:6]=[CH:5]2. The product is [CH:2]([C:3]1[N:4]2[C:8]([C:9]([C:12]([O:14][CH3:15])=[O:13])=[CH:10][CH:11]=1)=[CH:7][CH:6]=[CH:5]2)=[O:1]. The catalyst is C(Cl)Cl.O=[Mn]=O. (3) The reactants are [Cl:1][C:2]1[CH:3]=[C:4]([NH:8][C:9]([N:11]2[CH2:16][CH2:15][C:14]3[NH:17][N:18]=[C:19]([CH:20]4[CH2:24][CH:23]=[CH:22][CH2:21]4)[C:13]=3[CH2:12]2)=[O:10])[CH:5]=[CH:6][CH:7]=1.[Zn](CC)[CH2:26]C.ClCI. The catalyst is C(Cl)Cl. The product is [CH:23]12[CH2:26][CH:22]1[CH2:21][CH:20]([C:19]1[C:13]3[CH2:12][N:11]([C:9]([NH:8][C:4]4[CH:5]=[CH:6][CH:7]=[C:2]([Cl:1])[CH:3]=4)=[O:10])[CH2:16][CH2:15][C:14]=3[NH:17][N:18]=1)[CH2:24]2. The yield is 0.133. (4) The reactants are [CH3:1][O:2][C:3]([C:5]1[C:6]([Cl:13])=[N:7][C:8](Cl)=[CH:9][C:10]=1[CH3:11])=[O:4].C([O-])([O-])=O.[K+].[K+].[NH:20]1[CH2:25][CH2:24][O:23][CH2:22][CH2:21]1.O. The product is [CH3:1][O:2][C:3]([C:5]1[C:6]([Cl:13])=[N:7][C:8]([N:20]2[CH2:25][CH2:24][O:23][CH2:22][CH2:21]2)=[CH:9][C:10]=1[CH3:11])=[O:4]. The catalyst is CN(C=O)C. The yield is 0.300. (5) The reactants are [ClH:1].[CH3:2][N:3]([CH2:11][CH2:12][NH:13][S:14]([C:17]1[CH:22]=[C:21]([S:23]([C:26]2[CH:31]=[CH:30][CH:29]=[CH:28][CH:27]=2)(=[O:25])=[O:24])[CH:20]=[CH:19][C:18]=1[C:32]([F:35])([F:34])[F:33])(=[O:16])=[O:15])C(=O)OC(C)(C)C. The catalyst is C(OCC)(=O)C. The product is [ClH:1].[CH3:2][NH:3][CH2:11][CH2:12][NH:13][S:14]([C:17]1[CH:22]=[C:21]([S:23]([C:26]2[CH:31]=[CH:30][CH:29]=[CH:28][CH:27]=2)(=[O:25])=[O:24])[CH:20]=[CH:19][C:18]=1[C:32]([F:35])([F:33])[F:34])(=[O:16])=[O:15]. The yield is 0.900. (6) The product is [C:15]([OH:17])(=[O:16])[CH3:14].[N:1]1[CH:6]=[CH:5][CH:4]=[C:3]([CH2:7][NH:10][C:11]2[CH:19]=[CH:18][C:14]([C:15]([OH:17])=[O:16])=[C:13]([C:20]3[CH:21]=[CH:22][CH:23]=[CH:24][CH:25]=3)[CH:12]=2)[CH:2]=1. The yield is 0.900. The catalyst is C(O)(=O)C.CO. The reactants are [N:1]1[CH:6]=[CH:5][CH:4]=[C:3]([CH:7]=O)[CH:2]=1.Cl.[NH2:10][C:11]1[CH:19]=[CH:18][C:14]([C:15]([OH:17])=[O:16])=[C:13]([C:20]2[CH:25]=[CH:24][CH:23]=[CH:22][CH:21]=2)[CH:12]=1.[BH3-]C#N.[Na+]. (7) The reactants are [Br:1][C:2]1[CH:7]=[C:6]([C:8](=[N:16][NH:17]C(OC(C)(C)C)=O)[CH:9]([O:13][CH2:14][CH3:15])[O:10][CH2:11][CH3:12])[C:5](F)=[CH:4][N:3]=1.[H-].[Na+].CCOC(C)=O. The catalyst is C1COCC1. The product is [Br:1][C:2]1[CH:7]=[C:6]2[C:8]([CH:9]([O:13][CH2:14][CH3:15])[O:10][CH2:11][CH3:12])=[N:16][NH:17][C:5]2=[CH:4][N:3]=1. The yield is 0.494.